This data is from Forward reaction prediction with 1.9M reactions from USPTO patents (1976-2016). The task is: Predict the product of the given reaction. (1) Given the reactants Br[C:2]1[CH:3]=[C:4]([C:15]#[N:16])[CH:5]=[C:6]2[C:10]=1[N:9]([CH3:11])[C:8]([C:12]([NH2:14])=[O:13])=[CH:7]2.[F:17][C:18]1[CH:19]=[C:20](B(O)O)[CH:21]=[CH:22][C:23]=1[F:24], predict the reaction product. The product is: [C:15]([C:4]1[CH:5]=[C:6]2[C:10](=[C:2]([C:21]3[CH:20]=[CH:19][C:18]([F:17])=[C:23]([F:24])[CH:22]=3)[CH:3]=1)[N:9]([CH3:11])[C:8]([C:12]([NH2:14])=[O:13])=[CH:7]2)#[N:16]. (2) Given the reactants [Cl:1][C:2]1[N:7]=[CH:6][C:5]([OH:8])=[C:4]([CH3:9])[CH:3]=1.[F:10][CH:11]([F:17])[C:12]([F:16])([F:15])[CH2:13]I, predict the reaction product. The product is: [Cl:1][C:2]1[CH:3]=[C:4]([CH3:9])[C:5]([O:8][CH2:13][C:12]([F:16])([F:15])[CH:11]([F:17])[F:10])=[CH:6][N:7]=1. (3) The product is: [CH:30]([C:29]1[N:26]=[C:25]([N:22]2[CH2:21][CH2:20][CH:19]([CH2:18][O:17][CH:14]3[CH2:15][CH2:16][C:11]([C:8]4[CH:9]=[CH:10][C:5]([S:2]([CH3:1])(=[O:4])=[O:3])=[CH:6][CH:7]=4)=[CH:12][CH2:13]3)[CH2:24][CH2:23]2)[O:27][N:28]=1)([CH3:32])[CH3:31]. Given the reactants [CH3:1][S:2]([C:5]1[CH:10]=[CH:9][C:8]([C:11]2[CH2:16][CH2:15][CH:14]([O:17][CH2:18][CH:19]3[CH2:24][CH2:23][N:22]([C:25]#[N:26])[CH2:21][CH2:20]3)[CH2:13][CH:12]=2)=[CH:7][CH:6]=1)(=[O:4])=[O:3].[OH:27][NH:28][C:29](=N)[CH:30]([CH3:32])[CH3:31].O1CCOCC1.Cl, predict the reaction product. (4) The product is: [F:1][C:2]1[CH:3]=[CH:4][C:5]([O:6][C:7]2[CH:8]=[CH:9][C:10]([S:13]([N:16]3[CH2:25][CH2:24][C:23]4[C:18](=[CH:19][CH:20]=[C:21]([O:26][CH2:73][CH2:72][CH2:71][N:68]5[CH2:69][CH2:70][N:65]([CH3:64])[CH2:66][CH2:67]5)[CH:22]=4)[CH:17]3[C:27]([O:29][CH3:30])=[O:28])(=[O:14])=[O:15])=[CH:11][CH:12]=2)=[CH:31][CH:32]=1. Given the reactants [F:1][C:2]1[CH:32]=[CH:31][C:5]([O:6][C:7]2[CH:12]=[CH:11][C:10]([S:13]([N:16]3[CH2:25][CH2:24][C:23]4[C:18](=[CH:19][CH:20]=[C:21]([OH:26])[CH:22]=4)[CH:17]3[C:27]([O:29][CH3:30])=[O:28])(=[O:15])=[O:14])=[CH:9][CH:8]=2)=[CH:4][CH:3]=1.C1(P(C2C=CC=CC=2)C2C=CC=CC=2)C=CC=CC=1.CCOC(/N=N/C(OCC)=O)=O.[CH3:64][N:65]1[CH2:70][CH2:69][N:68]([CH2:71][CH2:72][CH2:73]O)[CH2:67][CH2:66]1, predict the reaction product. (5) Given the reactants [CH3:1][O:2][C:3](=[O:14])[CH2:4][C:5]1[C:10](I)=[CH:9][C:8]([Cl:12])=[CH:7][C:6]=1[Cl:13].[CH3:15][N:16]1C(=O)CCC1, predict the reaction product. The product is: [CH3:1][O:2][C:3](=[O:14])[CH2:4][C:5]1[C:10]([C:15]#[N:16])=[CH:9][C:8]([Cl:12])=[CH:7][C:6]=1[Cl:13]. (6) Given the reactants [CH2:1]([N:4]([C:12]([O:14][CH2:15][C:16]1[CH:21]=[CH:20][CH:19]=[CH:18][CH:17]=1)=[O:13])[CH2:5][CH2:6][C:7]([O:9]CC)=[O:8])[CH:2]=[CH2:3].O[Li].O, predict the reaction product. The product is: [CH2:1]([N:4]([C:12]([O:14][CH2:15][C:16]1[CH:17]=[CH:18][CH:19]=[CH:20][CH:21]=1)=[O:13])[CH2:5][CH2:6][C:7]([OH:9])=[O:8])[CH:2]=[CH2:3]. (7) Given the reactants Cl.[C:2]([O:6][C:7](=[O:11])[C@H:8]([CH3:10])[NH2:9])([CH3:5])([CH3:4])[CH3:3].[C:12](=N)([C:19]1[CH:24]=[CH:23][CH:22]=[CH:21][CH:20]=1)[C:13]1[CH:18]=[CH:17][CH:16]=[CH:15][CH:14]=1, predict the reaction product. The product is: [C:2]([O:6][C:7](=[O:11])[C@@H:8]([N:9]=[C:12]([C:13]1[CH:18]=[CH:17][CH:16]=[CH:15][CH:14]=1)[C:19]1[CH:24]=[CH:23][CH:22]=[CH:21][CH:20]=1)[CH3:10])([CH3:5])([CH3:4])[CH3:3]. (8) Given the reactants [CH3:1][O:2][C:3](=[O:12])[C:4]1[CH:9]=[C:8](I)[CH:7]=[C:6]([Br:11])[CH:5]=1.[O:13]1[CH2:17][CH2:16][NH:15][C:14]1=[O:18].C(=O)([O-])[O-].[K+].[K+].CNCCNC, predict the reaction product. The product is: [CH3:1][O:2][C:3](=[O:12])[C:4]1[CH:9]=[C:8]([N:15]2[CH2:16][CH2:17][O:13][C:14]2=[O:18])[CH:7]=[C:6]([Br:11])[CH:5]=1. (9) Given the reactants [BH4-].[Na+].[CH3:3][Si:4]([CH3:17])([CH3:16])[CH2:5][CH2:6][O:7][CH2:8][N:9]1[CH:13]=[CH:12][N:11]=[C:10]1[CH:14]=[O:15].C(OCC)(=O)C.O, predict the reaction product. The product is: [CH3:3][Si:4]([CH3:17])([CH3:16])[CH2:5][CH2:6][O:7][CH2:8][N:9]1[CH:13]=[CH:12][N:11]=[C:10]1[CH2:14][OH:15].